From a dataset of Reaction yield outcomes from USPTO patents with 853,638 reactions. Predict the reaction yield, written as a fraction of the theoretical maximum amount of product (1.0 means a 100% yield; for example, 0.34 means a 34% yield). (1) The product is [CH3:1][O:2][C:3](=[O:15])[C:4]1[C:5](=[C:10]([NH:20][C:19]2[CH:21]=[CH:22][CH:23]=[CH:24][C:18]=2[O:17][CH3:16])[CH:11]=[CH:12][CH:13]=1)[C:6]([O:8][CH3:9])=[O:7]. The yield is 0.770. The reactants are [CH3:1][O:2][C:3](=[O:15])[C:4]1[C:5](=[C:10](I)[CH:11]=[CH:12][CH:13]=1)[C:6]([O:8][CH3:9])=[O:7].[CH3:16][O:17][C:18]1[CH:24]=[CH:23][CH:22]=[CH:21][C:19]=1[NH2:20].C1C=CC(P(C2C(C3C(P(C4C=CC=CC=4)C4C=CC=CC=4)=CC=C4C=3C=CC=C4)=C3C(C=CC=C3)=CC=2)C2C=CC=CC=2)=CC=1.C(=O)([O-])[O-].[Cs+].[Cs+]. The catalyst is C1(C)C=CC=CC=1.C(Cl)Cl.C1C=CC(/C=C/C(/C=C/C2C=CC=CC=2)=O)=CC=1.C1C=CC(/C=C/C(/C=C/C2C=CC=CC=2)=O)=CC=1.C1C=CC(/C=C/C(/C=C/C2C=CC=CC=2)=O)=CC=1.[Pd].[Pd]. (2) The reactants are Cl[C:2]1[N:3]=[C:4]([N:23]2[CH2:28][CH2:27][O:26][CH2:25][CH2:24]2)[C:5]2[N:10]=[C:9]([CH2:11][N:12]3[CH2:15][CH:14]([N:16]4[CH2:21][CH2:20][NH:19][C:18](=[O:22])[CH2:17]4)[CH2:13]3)[S:8][C:6]=2[N:7]=1.[CH2:29]([C:31]1[NH:32][C:33]2[CH:39]=[CH:38][CH:37]=[CH:36][C:34]=2[N:35]=1)[CH3:30].CC(C1C=C(C(C)C)C(C2C=CC=CC=2P(C2CCCCC2)C2CCCCC2)=C(C(C)C)C=1)C.C([O-])([O-])=O.[Cs+].[Cs+]. The catalyst is O1CCOCC1.C1C=CC(/C=C/C(/C=C/C2C=CC=CC=2)=O)=CC=1.C1C=CC(/C=C/C(/C=C/C2C=CC=CC=2)=O)=CC=1.C1C=CC(/C=C/C(/C=C/C2C=CC=CC=2)=O)=CC=1.[Pd].[Pd]. The product is [CH2:29]([C:31]1[N:32]([C:2]2[N:3]=[C:4]([N:23]3[CH2:28][CH2:27][O:26][CH2:25][CH2:24]3)[C:5]3[N:10]=[C:9]([CH2:11][N:12]4[CH2:13][CH:14]([N:16]5[CH2:21][CH2:20][NH:19][C:18](=[O:22])[CH2:17]5)[CH2:15]4)[S:8][C:6]=3[N:7]=2)[C:33]2[CH:39]=[CH:38][CH:37]=[CH:36][C:34]=2[N:35]=1)[CH3:30]. The yield is 0.370. (3) The reactants are [C:1]([N:4]([CH2:36][CH:37]([OH:40])[CH2:38][NH2:39])[C:5]1[C:6]([I:35])=[C:7]([C:24]([NH:26][C:27](C)([CH3:33])C2COCO2)=[O:25])[C:8]([I:23])=[C:9]([C:21]=1[I:22])[C:10]([NH:12][CH2:13][CH:14]1[CH2:18][O:17][C:16]([CH3:20])([CH3:19])[O:15]1)=[O:11])(=[O:3])[CH3:2].[CH2:41](N(CC)CC)C.Cl[C:49]([C:51]1[C:52]([I:78])=[C:53]([NH:70][C:71]([CH2:73][O:74][C:75](=[O:77])[CH3:76])=[O:72])[C:54]([I:69])=[C:55]([C:58](=[O:68])[NH:59][CH2:60][CH:61]2[CH2:65][O:64][C:63]([CH3:67])([CH3:66])[O:62]2)[C:56]=1[I:57])=[O:50].[CH2:79]([O:81][C:82](=[O:84])[CH3:83])C. The catalyst is CN(C=O)C. The product is [C:1]([N:4]([C:5]1[C:6]([I:35])=[C:7]([C:24](=[O:25])[NH:26][CH2:27][CH:33]2[CH2:79][O:81][C:82]([CH3:41])([CH3:83])[O:84]2)[C:8]([I:23])=[C:9]([C:10](=[O:11])[NH:12][CH2:13][CH:14]2[CH2:18][O:17][C:16]([CH3:20])([CH3:19])[O:15]2)[C:21]=1[I:22])[CH2:36][CH:37]([OH:40])[CH2:38][NH:39][C:49]([C:51]1[C:52]([I:78])=[C:53]([NH:70][C:71]([CH2:73][O:74][C:75](=[O:77])[CH3:76])=[O:72])[C:54]([I:69])=[C:55]([C:58](=[O:68])[NH:59][CH2:60][CH:61]2[CH2:65][O:64][C:63]([CH3:67])([CH3:66])[O:62]2)[C:56]=1[I:57])=[O:50])(=[O:3])[CH3:2]. The yield is 0.330. (4) The reactants are NC1(C2C=CC(C3C(=O)C4C(=CC=C(F)C=4)OC=3C3C=CC=CC=3)=CC=2)CCC1.C(OC(=O)[NH:36][C:37]1([C:41]2[CH:46]=[CH:45][C:44]([C:47]3[C:56](=[O:57])[C:55]4[C:50](=[CH:51][C:52]([CH3:60])=[C:53]([O:58][CH3:59])[CH:54]=4)[O:49][C:48]=3[C:61]3[CH:66]=[CH:65][CH:64]=[CH:63][CH:62]=3)=[CH:43][CH:42]=2)[CH2:40][CH2:39][CH2:38]1)(C)(C)C. No catalyst specified. The product is [NH2:36][C:37]1([C:41]2[CH:42]=[CH:43][C:44]([C:47]3[C:56](=[O:57])[C:55]4[C:50](=[CH:51][C:52]([CH3:60])=[C:53]([O:58][CH3:59])[CH:54]=4)[O:49][C:48]=3[C:61]3[CH:62]=[CH:63][CH:64]=[CH:65][CH:66]=3)=[CH:45][CH:46]=2)[CH2:38][CH2:39][CH2:40]1. The yield is 0.880.